Dataset: Catalyst prediction with 721,799 reactions and 888 catalyst types from USPTO. Task: Predict which catalyst facilitates the given reaction. (1) Reactant: Cl.[CH:2]1([NH:5][CH2:6][C@@H:7]2[C@@H:11]([OH:12])[CH2:10][N:9]([C:13]([O:15][CH2:16][C:17]3[CH:22]=[CH:21][CH:20]=[CH:19][CH:18]=3)=[O:14])[CH2:8]2)[CH2:4][CH2:3]1.[OH-].[Na+]. Product: [CH:2]1([NH:5][CH2:6][C@@H:7]2[C@@H:11]([OH:12])[CH2:10][N:9]([C:13]([O:15][CH2:16][C:17]3[CH:18]=[CH:19][CH:20]=[CH:21][CH:22]=3)=[O:14])[CH2:8]2)[CH2:4][CH2:3]1. The catalyst class is: 6. (2) Reactant: [F:1][CH:2]([F:14])[CH2:3][O:4][C:5]1[CH:10]=[CH:9][CH:8]=[CH:7][C:6]=1[N+:11]([O-])=O.C(O)C.[H][H]. Product: [F:1][CH:2]([F:14])[CH2:3][O:4][C:5]1[CH:10]=[CH:9][CH:8]=[CH:7][C:6]=1[NH2:11]. The catalyst class is: 153. (3) Reactant: [S-:1][C:2]#[N:3].[K+].C(#N)C.[F:8][C:9]1[CH:14]=[CH:13][C:12]([CH2:15][C:16](Cl)=[O:17])=[CH:11][CH:10]=1.C(=O)([O-])O.[Na+]. Product: [F:8][C:9]1[CH:14]=[CH:13][C:12]([CH2:15][C:16]([N:3]=[C:2]=[S:1])=[O:17])=[CH:11][CH:10]=1. The catalyst class is: 13. (4) Reactant: [Br:1][C:2]1[CH:3]=[CH:4][C:5]([C:8]2[N:9]=[N:10][N:11]([CH3:13])[N:12]=2)=[N:6][CH:7]=1.ClC1C=CC=C(C(OO)=[O:22])C=1. Product: [Br:1][C:2]1[CH:3]=[CH:4][C:5]([C:8]2[N:9]=[N:10][N:11]([CH3:13])[N:12]=2)=[N+:6]([O-:22])[CH:7]=1. The catalyst class is: 26.